This data is from Full USPTO retrosynthesis dataset with 1.9M reactions from patents (1976-2016). The task is: Predict the reactants needed to synthesize the given product. Given the product [CH2:64]([O:63][CH2:62][CH2:61][N:15]1[C:11]2=[N:12][CH:13]=[CH:14][C:9]([CH2:8][CH2:7][C:1]3[CH:2]=[CH:3][CH:4]=[CH:5][CH:6]=3)=[C:10]2[C:17]([O:18][C@@H:19]2[O:45][C@H:44]([CH2:46][O:47][C:48](=[O:53])[C:49]([CH3:52])([CH3:51])[CH3:50])[C@@H:36]([O:37][C:38](=[O:43])[C:39]([CH3:40])([CH3:41])[CH3:42])[C@H:28]([O:29][C:30](=[O:35])[C:31]([CH3:32])([CH3:33])[CH3:34])[C@H:20]2[O:21][C:22](=[O:27])[C:23]([CH3:24])([CH3:25])[CH3:26])=[N:16]1)[C:65]1[CH:70]=[CH:69][CH:68]=[CH:67][CH:66]=1, predict the reactants needed to synthesize it. The reactants are: [C:1]1([CH2:7][CH2:8][C:9]2[CH:14]=[CH:13][N:12]=[C:11]3[NH:15][N:16]=[C:17]([O:18][C@@H:19]4[O:45][C@H:44]([CH2:46][O:47][C:48](=[O:53])[C:49]([CH3:52])([CH3:51])[CH3:50])[C@@H:36]([O:37][C:38](=[O:43])[C:39]([CH3:42])([CH3:41])[CH3:40])[C@H:28]([O:29][C:30](=[O:35])[C:31]([CH3:34])([CH3:33])[CH3:32])[C@H:20]4[O:21][C:22](=[O:27])[C:23]([CH3:26])([CH3:25])[CH3:24])[C:10]=23)[CH:6]=[CH:5][CH:4]=[CH:3][CH:2]=1.C(=O)([O-])[O-].[Cs+].[Cs+].Br[CH2:61][CH2:62][O:63][CH2:64][C:65]1[CH:70]=[CH:69][CH:68]=[CH:67][CH:66]=1.[I-].[Na+].